Predict the product of the given reaction. From a dataset of Forward reaction prediction with 1.9M reactions from USPTO patents (1976-2016). (1) Given the reactants O=[O+][O-].[CH2:4]([C:7]1[N:8]=[N+:9]([O-:18])[C:10]2[CH:16]=[CH:15][C:14]([CH3:17])=[CH:13][C:11]=2[N:12]=1)[CH:5]=C.[BH4-].[Na+].CC(O)=[O:23], predict the reaction product. The product is: [CH3:17][C:14]1[CH:15]=[CH:16][C:10]2[N+:9]([O-:18])=[N:8][C:7]([CH2:4][CH2:5][OH:23])=[N:12][C:11]=2[CH:13]=1. (2) The product is: [CH2:31]([N:10]([CH2:9][CH:6]1[CH2:5][CH2:4][CH:3]([CH2:2][NH:1][C:45]([NH:44][C:38]2[CH:43]=[CH:42][CH:41]=[CH:40][CH:39]=2)=[O:46])[CH2:8][CH2:7]1)[S:11]([NH:14][C:15](=[O:30])[C:16]1[CH:17]=[C:18]([C:26]([F:27])([F:28])[F:29])[CH:19]=[C:20]([C:22]([F:23])([F:24])[F:25])[CH:21]=1)(=[O:12])=[O:13])[C:32]1[CH:37]=[CH:36][CH:35]=[CH:34][CH:33]=1. Given the reactants [NH2:1][CH2:2][CH:3]1[CH2:8][CH2:7][CH:6]([CH2:9][N:10]([CH2:31][C:32]2[CH:37]=[CH:36][CH:35]=[CH:34][CH:33]=2)[S:11]([NH:14][C:15](=[O:30])[C:16]2[CH:21]=[C:20]([C:22]([F:25])([F:24])[F:23])[CH:19]=[C:18]([C:26]([F:29])([F:28])[F:27])[CH:17]=2)(=[O:13])=[O:12])[CH2:5][CH2:4]1.[C:38]1([N:44]=[C:45]=[O:46])[CH:43]=[CH:42][CH:41]=[CH:40][CH:39]=1, predict the reaction product. (3) Given the reactants [C:1]([O:5][C:6](=[O:48])[N:7]([CH2:19][C@@H:20]([C:29]1[CH:38]=[CH:37][C:36]([O:39][CH2:40][C:41]2[CH:46]=[CH:45][CH:44]=[CH:43][CH:42]=2)=[C:35]2[C:30]=1[CH:31]=[CH:32][C:33](=[O:47])[NH:34]2)[O:21][Si:22]([C:25]([CH3:28])([CH3:27])[CH3:26])([CH3:24])[CH3:23])[CH2:8][CH2:9][C:10]1[CH:15]=[CH:14][CH:13]=[C:12]([N+:16]([O-])=O)[CH:11]=1)([CH3:4])([CH3:3])[CH3:2], predict the reaction product. The product is: [C:1]([O:5][C:6](=[O:48])[N:7]([CH2:8][CH2:9][C:10]1[CH:15]=[CH:14][CH:13]=[C:12]([NH2:16])[CH:11]=1)[CH2:19][C@@H:20]([C:29]1[CH:38]=[CH:37][C:36]([O:39][CH2:40][C:41]2[CH:42]=[CH:43][CH:44]=[CH:45][CH:46]=2)=[C:35]2[C:30]=1[CH:31]=[CH:32][C:33](=[O:47])[NH:34]2)[O:21][Si:22]([C:25]([CH3:28])([CH3:27])[CH3:26])([CH3:23])[CH3:24])([CH3:2])([CH3:3])[CH3:4]. (4) Given the reactants C[O:2][C:3](=[O:33])[CH2:4][CH2:5][NH:6][C:7]([C:9]1[S:10][C:11]([CH:14]([O:16][C:17]2[CH:22]=[CH:21][C:20]([C:23]3[CH:28]=[CH:27][C:26]([C:29]([F:32])([F:31])[F:30])=[CH:25][CH:24]=3)=[CH:19][CH:18]=2)[CH3:15])=[CH:12][CH:13]=1)=[O:8].[OH-].[Na+].Cl, predict the reaction product. The product is: [F:31][C:29]([F:30])([F:32])[C:26]1[CH:25]=[CH:24][C:23]([C:20]2[CH:19]=[CH:18][C:17]([O:16][CH:14]([C:11]3[S:10][C:9]([C:7]([NH:6][CH2:5][CH2:4][C:3]([OH:33])=[O:2])=[O:8])=[CH:13][CH:12]=3)[CH3:15])=[CH:22][CH:21]=2)=[CH:28][CH:27]=1. (5) Given the reactants FC(F)(F)C([O-])=O.[Br:8][C:9]1[CH:10]=[C:11]([NH:15][C:16]2[C:25]3[C:20](=[CH:21][C:22]([O:41][CH3:42])=[C:23]([NH:26][CH:27]4[CH2:30][N:29](C(OCC5C=CC=CC=5)=O)[CH2:28]4)[CH:24]=3)[N:19]=[CH:18][N:17]=2)[CH:12]=[CH:13][CH:14]=1, predict the reaction product. The product is: [NH:29]1[CH2:28][CH:27]([NH:26][C:23]2[CH:24]=[C:25]3[C:20](=[CH:21][C:22]=2[O:41][CH3:42])[N:19]=[CH:18][N:17]=[C:16]3[NH:15][C:11]2[CH:12]=[CH:13][CH:14]=[C:9]([Br:8])[CH:10]=2)[CH2:30]1. (6) Given the reactants [NH2:1][C:2]1[CH:3]=[C:4]2[C:9](=[CH:10][CH:11]=1)[N:8]=[C:7]([C:12]1[CH:17]=[CH:16][CH:15]=[CH:14][CH:13]=1)[CH:6]=[C:5]2[C:18]([OH:20])=[O:19].[CH2:21]1C[O:24][CH2:23][CH2:22]1.C(Cl)(=O)CC, predict the reaction product. The product is: [C:12]1([C:7]2[CH:6]=[C:5]([C:18]([OH:20])=[O:19])[C:4]3[C:9](=[CH:10][CH:11]=[C:2]([NH:1][C:23](=[O:24])[CH2:22][CH3:21])[CH:3]=3)[N:8]=2)[CH:17]=[CH:16][CH:15]=[CH:14][CH:13]=1.